The task is: Regression. Given a peptide amino acid sequence and an MHC pseudo amino acid sequence, predict their binding affinity value. This is MHC class II binding data.. This data is from Peptide-MHC class II binding affinity with 134,281 pairs from IEDB. (1) The peptide sequence is SAHCIGITDRDFIEG. The MHC is DRB1_0701 with pseudo-sequence DRB1_0701. The binding affinity (normalized) is 0.261. (2) The peptide sequence is MNIRMGIFYCNDDA. The MHC is HLA-DPA10201-DPB10501 with pseudo-sequence HLA-DPA10201-DPB10501. The binding affinity (normalized) is 0.230. (3) The peptide sequence is SQDLELSWNLNGLQAY. The MHC is DRB3_0101 with pseudo-sequence DRB3_0101. The binding affinity (normalized) is 0.394. (4) The peptide sequence is AFMLAWNYGVPRVMS. The MHC is HLA-DPA10201-DPB10501 with pseudo-sequence HLA-DPA10201-DPB10501. The binding affinity (normalized) is 0.212. (5) The peptide sequence is GAIWRIDPKKPLKGP. The MHC is DRB3_0101 with pseudo-sequence DRB3_0101. The binding affinity (normalized) is 0.668. (6) The peptide sequence is MGDDGVLACAIATHAKIRD. The MHC is HLA-DQA10501-DQB10201 with pseudo-sequence HLA-DQA10501-DQB10201. The binding affinity (normalized) is 0.454. (7) The peptide sequence is EGKIILVAVHVASGYIE. The binding affinity (normalized) is 0.440. The MHC is DRB1_0405 with pseudo-sequence DRB1_0405.